This data is from Full USPTO retrosynthesis dataset with 1.9M reactions from patents (1976-2016). The task is: Predict the reactants needed to synthesize the given product. (1) The reactants are: C(=O)([O-])[O-].[Cs+].[Cs+].[Br:7][C:8]1[CH:9]=[CH:10][C:11]([SH:17])=C([CH:16]=1)C(O)=O.I[CH3:19].[H-].[Na+].[NH4+].[Cl-].C[CH2:25][O:26][C:27]([CH3:29])=[O:28]. Given the product [Br:7][C:8]1[CH:9]=[CH:10][C:11]([S:17][CH3:19])=[C:29]([CH:16]=1)[C:27]([O:26][CH3:25])=[O:28], predict the reactants needed to synthesize it. (2) Given the product [CH3:1][O:2][C:3]1[CH:4]=[C:5]([CH:33]=[CH:34][C:35]=1[O:36][CH3:37])[CH2:6][CH:7]1[C:16]2[C:11](=[CH:12][C:13]([O:18][CH3:19])=[C:14]([O:17][C:39]3[CH:44]=[CH:43][C:42]([C:45]([F:48])([F:47])[F:46])=[CH:41][N:40]=3)[CH:15]=2)[CH2:10][CH2:9][N:8]1[CH2:20][C:21]([NH:23][CH:24]1[C:32]2[C:27](=[CH:28][CH:29]=[CH:30][CH:31]=2)[CH2:26][CH2:25]1)=[O:22], predict the reactants needed to synthesize it. The reactants are: [CH3:1][O:2][C:3]1[CH:4]=[C:5]([CH:33]=[CH:34][C:35]=1[O:36][CH3:37])[CH2:6][CH:7]1[C:16]2[C:11](=[CH:12][C:13]([O:18][CH3:19])=[C:14]([OH:17])[CH:15]=2)[CH2:10][CH2:9][N:8]1[CH2:20][C:21]([NH:23][CH:24]1[C:32]2[C:27](=[CH:28][CH:29]=[CH:30][CH:31]=2)[CH2:26][CH2:25]1)=[O:22].Cl[C:39]1[CH:44]=[CH:43][C:42]([C:45]([F:48])([F:47])[F:46])=[CH:41][N:40]=1. (3) Given the product [C:16]([O:15][C:14]([NH:13][C:9]([C:4]1[CH:3]=[C:2]([F:1])[CH:7]=[C:6]([F:8])[CH:5]=1)([CH3:12])[CH2:10][NH:22][C:23]1([C:29]([O:31][CH3:32])=[O:30])[CH2:28][CH2:27][CH2:26][CH2:25][CH2:24]1)=[O:20])([CH3:19])([CH3:18])[CH3:17], predict the reactants needed to synthesize it. The reactants are: [F:1][C:2]1[CH:3]=[C:4]([C:9]([NH:13][C:14](=[O:20])[O:15][C:16]([CH3:19])([CH3:18])[CH3:17])([CH3:12])[CH:10]=O)[CH:5]=[C:6]([F:8])[CH:7]=1.Cl.[NH2:22][C:23]1([C:29]([O:31][CH3:32])=[O:30])[CH2:28][CH2:27][CH2:26][CH2:25][CH2:24]1.CC(O)=O.[BH3-]C#N.[Na+]. (4) Given the product [CH3:1][O:2][C:3](=[O:34])[C@H:4]([CH2:16][C:17]1[CH:22]=[CH:21][C:20]([NH:23][C:24]([C:26]2[C:27]([Cl:33])=[CH:28][CH:29]=[CH:30][C:31]=2[Cl:32])=[O:25])=[CH:19][CH:18]=1)[NH:5][C:6]([C:8]1([CH2:13][CH2:14][NH:15][C:41]([C:40]2[CH:44]=[CH:45][C:37]([O:36][CH3:35])=[CH:38][CH:39]=2)=[O:42])[CH2:9][CH2:10][CH2:11][CH2:12]1)=[O:7], predict the reactants needed to synthesize it. The reactants are: [CH3:1][O:2][C:3](=[O:34])[C@H:4]([CH2:16][C:17]1[CH:22]=[CH:21][C:20]([NH:23][C:24]([C:26]2[C:31]([Cl:32])=[CH:30][CH:29]=[CH:28][C:27]=2[Cl:33])=[O:25])=[CH:19][CH:18]=1)[NH:5][C:6]([C:8]1([CH2:13][CH2:14][NH2:15])[CH2:12][CH2:11][CH2:10][CH2:9]1)=[O:7].[CH3:35][O:36][C:37]1[CH:45]=[CH:44][C:40]([C:41](Cl)=[O:42])=[CH:39][CH:38]=1.CCN(C(C)C)C(C)C. (5) Given the product [CH3:1][N:2]([CH3:18])[C:3]1[N:8]=[C:7]2[N:9]([CH:10]([CH2:13][CH3:14])[CH2:11][CH3:12])[C:24]([OH:25])=[N:15][C:6]2=[CH:5][CH:4]=1, predict the reactants needed to synthesize it. The reactants are: [CH3:1][N:2]([CH3:18])[C:3]1[N:8]=[C:7]([NH:9][CH:10]([CH2:13][CH3:14])[CH2:11][CH3:12])[C:6]([N+:15]([O-])=O)=[CH:5][CH:4]=1.C1N=CN([C:24](N2C=NC=C2)=[O:25])C=1. (6) Given the product [CH3:4][C:2]([O:5][C:6]([NH:8][C@H:9]([C:14]([N:31]([CH3:30])[O:32][CH3:33])=[O:16])[C@H:10]([CH2:12][CH3:13])[CH3:11])=[O:7])([CH3:1])[CH3:3], predict the reactants needed to synthesize it. The reactants are: [CH3:1][C:2]([O:5][C:6]([NH:8][C@H:9]([C:14]([OH:16])=O)[C@H:10]([CH2:12][CH3:13])[CH3:11])=[O:7])([CH3:4])[CH3:3].C(N1C=CN=C1)(N1C=CN=C1)=O.Cl.[CH3:30][NH:31][O:32][CH3:33].CCN(C(C)C)C(C)C.